Dataset: Reaction yield outcomes from USPTO patents with 853,638 reactions. Task: Predict the reaction yield, written as a fraction of the theoretical maximum amount of product (1.0 means a 100% yield; for example, 0.34 means a 34% yield). (1) The catalyst is C(Cl)Cl.N1C=CC=CC=1. The product is [O:11]=[C:4]1[C:5]2[C:10](=[CH:9][CH:8]=[CH:7][CH:6]=2)[C:2](=[O:1])[N:3]1[CH2:12][C:13]([NH:41][C@:42]([C:57]1[CH:62]=[CH:61][C:60]([O:63][CH2:64][CH2:65][CH2:66][C:67]([F:68])([F:69])[F:70])=[CH:59][CH:58]=1)([CH2:43][C:44](=[O:45])[C:46]1[CH:47]=[CH:48][C:49]([CH3:52])=[CH:50][CH:51]=1)[C:53]([F:56])([F:55])[F:54])=[O:15]. The yield is 0.870. The reactants are [O:1]=[C:2]1[C:10]2[C:5](=[CH:6][CH:7]=[CH:8][CH:9]=2)[C:4](=[O:11])[N:3]1[CH2:12][C:13]([OH:15])=O.C1C=CC(P(C2C=CC=CC=2)C2C=CC=CC=2)=CC=1.C(C#N)(Cl)(Cl)Cl.[NH2:41][C@@:42]([C:57]1[CH:62]=[CH:61][C:60]([O:63][CH2:64][CH2:65][CH2:66][C:67]([F:70])([F:69])[F:68])=[CH:59][CH:58]=1)([C:53]([F:56])([F:55])[F:54])[CH2:43][C:44]([C:46]1[CH:51]=[CH:50][C:49]([CH3:52])=[CH:48][CH:47]=1)=[O:45]. (2) The reactants are [CH3:1][O:2][C:3]1[CH:22]=[CH:21][C:6]([CH2:7][NH:8][S:9]([C:12]2[CH:20]=[CH:19][C:15]([C:16]([OH:18])=[O:17])=[CH:14][CH:13]=2)(=[O:11])=[O:10])=[CH:5][CH:4]=1.C(=O)([O-])[O-].[Cs+].[Cs+].[CH2:29](I)[CH3:30]. The catalyst is CN(C=O)C.C(OCC)(=O)C. The product is [CH2:29]([N:8]([CH2:7][C:6]1[CH:5]=[CH:4][C:3]([O:2][CH3:1])=[CH:22][CH:21]=1)[S:9]([C:12]1[CH:20]=[CH:19][C:15]([C:16]([OH:18])=[O:17])=[CH:14][CH:13]=1)(=[O:11])=[O:10])[CH3:30]. The yield is 0.350.